Dataset: Reaction yield outcomes from USPTO patents with 853,638 reactions. Task: Predict the reaction yield, written as a fraction of the theoretical maximum amount of product (1.0 means a 100% yield; for example, 0.34 means a 34% yield). (1) The reactants are [OH:1][CH2:2][C:3]1[C:4](=[O:9])[CH2:5][CH2:6][C:7]=1[CH3:8].[O:10]1[CH:15]=[CH:14][CH2:13][CH2:12][CH2:11]1.O.C1(C)C=CC(S(O)(=O)=O)=CC=1.C(=O)(O)[O-].[Na+]. The catalyst is C(Cl)Cl.C(OCC)(=O)C. The product is [CH3:8][C:7]1[CH2:6][CH2:5][C:4](=[O:9])[C:3]=1[CH2:2][O:1][CH:11]1[CH2:12][CH2:13][CH2:14][CH2:15][O:10]1. The yield is 0.940. (2) The reactants are [CH3:1][N:2]1[C:6]([CH:7]=O)=[CH:5][C:4]([O:9][CH2:10][C:11]2[C:12]([CH3:26])=[N:13][N:14]([C:16]3[CH:21]=[CH:20][C:19]([C:22]([F:25])([F:24])[F:23])=[CH:18][N:17]=3)[CH:15]=2)=[N:3]1.C(OP([CH2:35][C:36]([O:38][CH2:39][CH3:40])=[O:37])(OCC)=O)C.CN(C)C=O.[H-].[Na+]. The catalyst is O. The product is [CH3:1][N:2]1[C:6](/[CH:7]=[CH:35]/[C:36]([O:38][CH2:39][CH3:40])=[O:37])=[CH:5][C:4]([O:9][CH2:10][C:11]2[C:12]([CH3:26])=[N:13][N:14]([C:16]3[CH:21]=[CH:20][C:19]([C:22]([F:23])([F:25])[F:24])=[CH:18][N:17]=3)[CH:15]=2)=[N:3]1. The yield is 0.800. (3) The reactants are [CH:1]12O[CH:6]1[CH2:5][CH2:4][CH2:3][C:2]2=[O:8].[CH2:9]([N:11]([CH2:21][CH3:22])[C:12]1[CH:20]=[CH:19][C:15]([C:16]([NH2:18])=[S:17])=[CH:14][CH:13]=1)[CH3:10]. The catalyst is CCO. The product is [CH2:21]([N:11]([CH2:9][CH3:10])[C:12]1[CH:20]=[CH:19][C:15]([C:16]2[S:17][C:1]3[CH:2]([OH:8])[CH2:3][CH2:4][CH2:5][C:6]=3[N:18]=2)=[CH:14][CH:13]=1)[CH3:22]. The yield is 0.720. (4) The reactants are [CH3:1][C:2]1[N:3]([CH2:21][C:22]([O:24][CH2:25][CH3:26])=[O:23])[C:4]2[CH2:5][C:6]([CH3:20])([CH3:19])[CH2:7][C:8](=[O:18])[C:9]=2[C:10]=1[S:11][C:12]1[CH:17]=[CH:16][CH:15]=[CH:14][CH:13]=1.[Cl:27][S:28](O)(=[O:30])=[O:29].C(OCC)(=O)C. The yield is 0.850. The catalyst is ClCCl. The product is [Cl:27][S:28]([C:15]1[CH:14]=[CH:13][C:12]([S:11][C:10]2[C:9]3[C:8](=[O:18])[CH2:7][C:6]([CH3:20])([CH3:19])[CH2:5][C:4]=3[N:3]([CH2:21][C:22]([O:24][CH2:25][CH3:26])=[O:23])[C:2]=2[CH3:1])=[CH:17][CH:16]=1)(=[O:30])=[O:29]. (5) The reactants are Br[C:2]1[C:7]2[S:8][C:9]([C:11]3[C:16]([Cl:17])=[CH:15][CH:14]=[CH:13][C:12]=3[Cl:18])=[N:10][C:6]=2[CH:5]=[CH:4][N:3]=1.[CH3:19][N:20]([CH3:25])[CH2:21][C:22]([NH2:24])=[O:23].CC1(C)C2C(=C(P(C3C=CC=CC=3)C3C=CC=CC=3)C=CC=2)OC2C(P(C3C=CC=CC=3)C3C=CC=CC=3)=CC=CC1=2.C([O-])([O-])=O.[Cs+].[Cs+]. The catalyst is O1CCOCC1.C1C=CC(/C=C/C(/C=C/C2C=CC=CC=2)=O)=CC=1.C1C=CC(/C=C/C(/C=C/C2C=CC=CC=2)=O)=CC=1.C1C=CC(/C=C/C(/C=C/C2C=CC=CC=2)=O)=CC=1.[Pd].[Pd]. The product is [Cl:18][C:12]1[CH:13]=[CH:14][CH:15]=[C:16]([Cl:17])[C:11]=1[C:9]1[S:8][C:7]2[C:2]([NH:24][C:22](=[O:23])[CH2:21][N:20]([CH3:25])[CH3:19])=[N:3][CH:4]=[CH:5][C:6]=2[N:10]=1. The yield is 0.250. (6) The catalyst is C(OCC)(=O)C. The product is [CH3:1][O:2][C:3](=[O:28])[CH2:4][N:5]1[C:11](=[O:12])[C@@H:10]([NH:13][C:14](=[O:23])[CH2:15][CH2:16][C:17]2[CH:18]=[CH:19][CH:20]=[CH:21][CH:22]=2)[CH2:9][N:8]([CH2:34][C:35]2[CH:40]=[CH:39][CH:38]=[CH:37][CH:36]=2)[C:7]2[CH:24]=[CH:25][CH:26]=[CH:27][C:6]1=2. The reactants are [CH3:1][O:2][C:3](=[O:28])[CH2:4][N:5]1[C:11](=[O:12])[C@@H:10]([NH:13][C:14](=[O:23])[CH2:15][CH2:16][C:17]2[CH:22]=[CH:21][CH:20]=[CH:19][CH:18]=2)[CH2:9][NH:8][C:7]2[CH:24]=[CH:25][CH:26]=[CH:27][C:6]1=2.C(=O)([O-])[O-].[Ca+2].[CH2:34](Br)[C:35]1[CH:40]=[CH:39][CH:38]=[CH:37][CH:36]=1.CN(C)C=O. The yield is 0.750. (7) The catalyst is C(Cl)Cl. The reactants are [C:1]([NH2:5])([CH3:4])([CH3:3])[CH3:2].C(N(CC)CC)C.[F:13][C:14]1[CH:19]=[CH:18][C:17]([S:20](Cl)(=[O:22])=[O:21])=[CH:16][CH:15]=1. The product is [C:1]([NH:5][S:20]([C:17]1[CH:18]=[CH:19][C:14]([F:13])=[CH:15][CH:16]=1)(=[O:22])=[O:21])([CH3:4])([CH3:3])[CH3:2]. The yield is 0.800. (8) The reactants are CN1CCOCC1.[Br:8][C:9]1[CH:14]=[CH:13][C:12]([C:15](=[O:33])[CH2:16][NH:17][C:18]([CH2:20][N:21]([CH2:29][C:30](O)=[O:31])[C:22]([O:24][C:25]([CH3:28])([CH3:27])[CH3:26])=[O:23])=[O:19])=[CH:11][CH:10]=1.CN(C(ON1N=NC2C=CC=NC1=2)=[N+](C)C)C.F[P-](F)(F)(F)(F)F.Cl.[CH3:59][O:60][C:61](=[O:67])[C@@H:62]([CH:64]([CH3:66])[CH3:65])[NH2:63]. The catalyst is CN(C)C=O. The product is [CH3:59][O:60][C:61](=[O:67])[CH:62]([NH:63][C:30](=[O:31])[CH2:29][N:21]([CH2:20][C:18](=[O:19])[NH:17][CH2:16][C:15]([C:12]1[CH:13]=[CH:14][C:9]([Br:8])=[CH:10][CH:11]=1)=[O:33])[C:22]([O:24][C:25]([CH3:27])([CH3:28])[CH3:26])=[O:23])[CH:64]([CH3:66])[CH3:65]. The yield is 0.870. (9) The reactants are [CH:1]1([CH2:4][N:5]2[C:10](=[O:11])[C:9]([CH2:12]OS(C)(=O)=O)=[CH:8][C:7]([C:18]3[CH:23]=[CH:22][C:21]([O:24][CH3:25])=[C:20]([F:26])[CH:19]=3)=[N:6]2)[CH2:3][CH2:2]1.[CH3:27][N:28]1[CH2:33][CH2:32][NH:31][CH2:30][CH2:29]1. No catalyst specified. The product is [CH:1]1([CH2:4][N:5]2[C:10](=[O:11])[C:9]([CH2:12][N:31]3[CH2:32][CH2:33][N:28]([CH3:27])[CH2:29][CH2:30]3)=[CH:8][C:7]([C:18]3[CH:23]=[CH:22][C:21]([O:24][CH3:25])=[C:20]([F:26])[CH:19]=3)=[N:6]2)[CH2:3][CH2:2]1. The yield is 0.738. (10) The product is [CH3:26][O:27][C:28](=[O:29])[CH2:30][O:1][C:2]1[CH:11]=[C:10]2[C:5]([C:6](=[O:18])[C:7]([C:12]3[CH:17]=[CH:16][CH:15]=[CH:14][CH:13]=3)=[CH:8][O:9]2)=[CH:4][CH:3]=1. The reactants are [OH:1][C:2]1[CH:11]=[C:10]2[C:5]([C:6](=[O:18])[C:7]([C:12]3[CH:17]=[CH:16][CH:15]=[CH:14][CH:13]=3)=[CH:8][O:9]2)=[CH:4][CH:3]=1.C([O-])([O-])=O.[K+].[K+].C[CH2:26][O:27][C:28]([CH2:30]Br)=[O:29]. The yield is 0.724. The catalyst is CC(C)=O.